Dataset: Forward reaction prediction with 1.9M reactions from USPTO patents (1976-2016). Task: Predict the product of the given reaction. (1) Given the reactants Br[C:2]1[CH:8]=[CH:7][C:5]([NH2:6])=[C:4]([N+:9]([O-:11])=[O:10])[CH:3]=1.[CH3:12][C:13]1([CH3:29])[C:17]([CH3:19])([CH3:18])[O:16][B:15]([B:15]2[O:16][C:17]([CH3:19])([CH3:18])[C:13]([CH3:29])([CH3:12])[O:14]2)[O:14]1.C([O-])(=O)C.[K+], predict the reaction product. The product is: [N+:9]([C:4]1[CH:3]=[C:2]([B:15]2[O:16][C:17]([CH3:19])([CH3:18])[C:13]([CH3:29])([CH3:12])[O:14]2)[CH:8]=[CH:7][C:5]=1[NH2:6])([O-:11])=[O:10]. (2) Given the reactants [S:1]1[CH:5]=[CH:4][N:3]=[C:2]1[CH:6]=O.[C:8]([O:12][C:13](=[O:16])[NH:14][NH2:15])([CH3:11])([CH3:10])[CH3:9].C(O)(=O)C.C([BH3-])#N.[Na+], predict the reaction product. The product is: [C:8]([O:12][C:13]([NH:14][NH:15][CH2:6][C:2]1[S:1][CH:5]=[CH:4][N:3]=1)=[O:16])([CH3:11])([CH3:10])[CH3:9]. (3) The product is: [F:1][C:2]1[CH:7]=[C:6]([C:22]2[CH:23]=[C:24]3[CH:25]=[CH:26][NH:27][C:28]3=[N:29][CH:30]=2)[CH:5]=[CH:4][C:3]=1[CH2:17][C:18]([OH:20])=[O:19]. Given the reactants [F:1][C:2]1[CH:7]=[C:6](B2OC(C)(C)C(C)(C)O2)[CH:5]=[CH:4][C:3]=1[CH2:17][C:18]([OH:20])=[O:19].Br[C:22]1[CH:23]=[C:24]2[C:28](=[N:29][CH:30]=1)[NH:27][CH:26]=[CH:25]2.C([O-])([O-])=O.[Na+].[Na+].Cl, predict the reaction product. (4) Given the reactants Cl.Cl.[Br:3][C:4]1[CH:5]=[CH:6][C:7]2[C:8]3[N:17]([CH2:18][CH:19]4[CH2:24][CH2:23][NH:22][CH2:21][CH2:20]4)[C:16]([CH2:25][O:26][CH2:27][CH3:28])=[N:15][C:9]=3[C:10]([NH2:14])=[N:11][C:12]=2[CH:13]=1.C(N(CC)CC)C.[C:36](Cl)(=O)[CH:37]([CH3:39])[CH3:38].[C:42](OCC)(=[O:44])C, predict the reaction product. The product is: [Br:3][C:4]1[CH:5]=[CH:6][C:7]2[C:8]3[N:17]([CH2:18][CH:19]4[CH2:24][CH2:23][N:22]([C:42]([CH2:36][CH:37]([CH3:39])[CH3:38])=[O:44])[CH2:21][CH2:20]4)[C:16]([CH2:25][O:26][CH2:27][CH3:28])=[N:15][C:9]=3[C:10]([NH2:14])=[N:11][C:12]=2[CH:13]=1. (5) Given the reactants Br[C:2]1[C:7]2[O:8][C:9]3([C:15]4[C:20]([C:6]=2[CH:5]=[CH:4][CH:3]=1)=[CH:19][N:18]=[C:17]([NH2:21])[N:16]=4)[CH2:14][CH2:13][CH2:12][CH2:11][CH2:10]3.N1CCC[C@H]1C(O)=O.[CH3:30][S:31]([O-:33])=[O:32].[Na+].[OH-].[Na+], predict the reaction product. The product is: [CH3:30][S:31]([C:2]1[C:7]2[O:8][C:9]3([C:15]4[C:20]([C:6]=2[CH:5]=[CH:4][CH:3]=1)=[CH:19][N:18]=[C:17]([NH2:21])[N:16]=4)[CH2:14][CH2:13][CH2:12][CH2:11][CH2:10]3)(=[O:33])=[O:32]. (6) Given the reactants C[O:2][C:3]([C:5]1[C:6]([CH:25]([CH3:27])[CH3:26])=[N:7][C:8]2[C:13]([C:14]=1[C:15]1[CH:20]=[CH:19][CH:18]=[C:17]([CH:21]([CH3:23])[CH3:22])[CH:16]=1)=[CH:12][C:11]([Cl:24])=[CH:10][CH:9]=2)=[O:4].[I-].[Li+], predict the reaction product. The product is: [Cl:24][C:11]1[CH:12]=[C:13]2[C:8](=[CH:9][CH:10]=1)[N:7]=[C:6]([CH:25]([CH3:26])[CH3:27])[C:5]([C:3]([OH:4])=[O:2])=[C:14]2[C:15]1[CH:20]=[CH:19][CH:18]=[C:17]([CH:21]([CH3:23])[CH3:22])[CH:16]=1. (7) The product is: [Cl:1][C:2]1[CH:3]=[C:4]2[C:10]([C:11]3[N:16]=[C:15]([NH:17][C@H:18]4[CH2:23][CH2:22][CH2:21][C@@:20]([CH3:27])([C:24]([NH2:36])=[O:26])[CH2:19]4)[C:14]([F:28])=[CH:13][N:12]=3)=[CH:9][NH:8][C:5]2=[N:6][CH:7]=1. Given the reactants [Cl:1][C:2]1[CH:3]=[C:4]2[C:10]([C:11]3[N:16]=[C:15]([NH:17][C@H:18]4[CH2:23][CH2:22][CH2:21][C@@:20]([CH3:27])([C:24]([OH:26])=O)[CH2:19]4)[C:14]([F:28])=[CH:13][N:12]=3)=[CH:9][NH:8][C:5]2=[N:6][CH:7]=1.F[P-](F)(F)(F)(F)F.[N:36]1([O+]=C(N(C)C)N(C)C)C2C=CC=CC=2N=N1.C(N(C(C)C)C(C)C)C.Cl.N, predict the reaction product. (8) Given the reactants [CH2:1]([O:3][C:4]([C:6]1[C:7]2[C:15]([CH3:16])=[N:14][NH:13][C:8]=2[N:9]=[C:10]([Cl:12])[CH:11]=1)=[O:5])[CH3:2].[O:17]1[CH:22]=[CH:21][CH2:20][CH2:19][CH2:18]1.O.C1(C)C=CC(S(O)(=O)=O)=CC=1.O, predict the reaction product. The product is: [CH2:1]([O:3][C:4]([C:6]1[C:7]2[C:15]([CH3:16])=[N:14][N:13]([CH:18]3[CH2:19][CH2:20][CH2:21][CH2:22][O:17]3)[C:8]=2[N:9]=[C:10]([Cl:12])[CH:11]=1)=[O:5])[CH3:2]. (9) Given the reactants C(O)(=O)C.[CH2:5]([O:15][C:16]1[CH:22]=[CH:21][C:19]([NH2:20])=[CH:18][CH:17]=1)[CH2:6][CH2:7][CH2:8][CH2:9][CH2:10][CH2:11][CH2:12][CH2:13][CH3:14].[S-:23][C:24]#[N:25].[K+].BrBr, predict the reaction product. The product is: [NH2:25][C:24]1[S:23][C:21]2[CH:22]=[C:16]([O:15][CH2:5][CH2:6][CH2:7][CH2:8][CH2:9][CH2:10][CH2:11][CH2:12][CH2:13][CH3:14])[CH:17]=[CH:18][C:19]=2[N:20]=1.